Dataset: Catalyst prediction with 721,799 reactions and 888 catalyst types from USPTO. Task: Predict which catalyst facilitates the given reaction. Reactant: [Cl:1][C:2]1[N:10]=[C:9]2[C:5]([N:6]=[CH:7][N:8]2[CH2:11][CH2:12][C:13]([CH3:16])([OH:15])[CH3:14])=[C:4]([N:17]2[CH2:22][CH2:21][O:20][CH2:19][CH2:18]2)[N:3]=1.CN(C)CCN(C)C.C([Li])CCC.CCCCCC.ClCC[I:45]. Product: [Cl:1][C:2]1[N:10]=[C:9]2[C:5]([N:6]=[C:7]([I:45])[N:8]2[CH2:11][CH2:12][C:13]([CH3:16])([OH:15])[CH3:14])=[C:4]([N:17]2[CH2:22][CH2:21][O:20][CH2:19][CH2:18]2)[N:3]=1. The catalyst class is: 1.